This data is from hERG potassium channel inhibition data for cardiac toxicity prediction from Karim et al.. The task is: Regression/Classification. Given a drug SMILES string, predict its toxicity properties. Task type varies by dataset: regression for continuous values (e.g., LD50, hERG inhibition percentage) or binary classification for toxic/non-toxic outcomes (e.g., AMES mutagenicity, cardiotoxicity, hepatotoxicity). Dataset: herg_karim. (1) The molecule is O=c1ccc2ncc(F)c3c2n1C[C@@]3(O)CC12CCC(NCc3cc4c(cn3)OCS4)(CC1)CO2. The result is 0 (non-blocker). (2) The molecule is N#Cc1ccc(OCCCN2CC3CN(CCCNS(=O)(=O)Cc4ccccc4)CC(C2)O3)cc1. The result is 0 (non-blocker). (3) The drug is COC(=O)N1CCC(C2NC(c3nc(-c4ccccc4)c[nH]3)Cc3c2[nH]c2ccccc32)CC1. The result is 1 (blocker). (4) The molecule is CN1CCC(COc2cnc(-c3cccc(Cn4nc(-c5cccc(C#N)c5)ccc4=O)c3)nc2)CC1. The result is 0 (non-blocker). (5) The molecule is O=C(c1cccc(F)c1)N1CCc2oc(-c3ccc(F)cn3)nc2C1. The result is 0 (non-blocker). (6) The molecule is Cc1c(CNC(C)C)nn(-c2ccc(Cl)cc2Cl)c1-c1ccc(Cl)cc1. The result is 1 (blocker). (7) The drug is CCOC(=O)N1CCC(CN2CCC3(CC2)CC(=O)N(C)c2ncccc23)CC1. The result is 1 (blocker).